This data is from Catalyst prediction with 721,799 reactions and 888 catalyst types from USPTO. The task is: Predict which catalyst facilitates the given reaction. (1) Reactant: [NH2:1][C:2]1[C:11]([CH3:12])=[CH:10][C:9]([N:13]2[CH:17]=[N:16][CH:15]=[N:14]2)=[CH:8][C:3]=1[C:4]([NH:6][CH3:7])=[O:5].[Cl:18][C:19]1[C:20]([C:25]2[N:29]([CH2:30][C:31]([F:34])([F:33])[F:32])[N:28]=[CH:27][C:26]=2[C:35](Cl)=[O:36])=[N:21][CH:22]=[CH:23][CH:24]=1. Product: [Cl:18][C:19]1[C:20]([C:25]2[N:29]([CH2:30][C:31]([F:32])([F:33])[F:34])[N:28]=[CH:27][C:26]=2[C:35]([NH:1][C:2]2[C:3]([C:4](=[O:5])[NH:6][CH3:7])=[CH:8][C:9]([N:13]3[CH:17]=[N:16][CH:15]=[N:14]3)=[CH:10][C:11]=2[CH3:12])=[O:36])=[N:21][CH:22]=[CH:23][CH:24]=1. The catalyst class is: 17. (2) Reactant: [F:1][CH:2]([F:10])[C:3]1[C:4]([CH3:9])=[N:5][CH:6]=[CH:7][CH:8]=1.[Se]=[O:12]. Product: [F:1][CH:2]([F:10])[C:3]1[C:4]([CH:9]=[O:12])=[N:5][CH:6]=[CH:7][CH:8]=1. The catalyst class is: 12. (3) Reactant: [Cl:1][C:2]1[C:10]([NH:11][S:12]([C:15]2[S:16][CH:17]=[CH:18][CH:19]=2)(=[O:14])=[O:13])=[C:9]2[C:5]([CH:6]=[C:7]([C:20]([NH2:22])=O)[NH:8]2)=[CH:4][CH:3]=1.COC1C=CC(P2(SP(C3C=CC(OC)=CC=3)(=S)S2)=[S:32])=CC=1. Product: [Cl:1][C:2]1[C:10]([NH:11][S:12]([C:15]2[S:16][CH:17]=[CH:18][CH:19]=2)(=[O:14])=[O:13])=[C:9]2[C:5]([CH:6]=[C:7]([C:20](=[S:32])[NH2:22])[NH:8]2)=[CH:4][CH:3]=1. The catalyst class is: 7. (4) Reactant: [F:1][C:2]1[C:7]([F:8])=[CH:6][CH:5]=[CH:4][C:3]=1[C@@H:9]([NH:11][S@@](C(C)(C)C)=O)[CH3:10].Cl. Product: [F:1][C:2]1[C:7]([F:8])=[CH:6][CH:5]=[CH:4][C:3]=1[C@@H:9]([NH2:11])[CH3:10]. The catalyst class is: 12. (5) Reactant: C[O:2][C:3](=[O:31])[CH2:4][O:5][C:6]1[CH:15]=[CH:14][C:13]([F:16])=[C:12]2[C:7]=1[C:8]([CH3:30])=[C:9]([CH2:21][C:22]1[CH:27]=[CH:26][C:25]([C:28]#[N:29])=[CH:24][CH:23]=1)[C:10]([O:17][CH:18]([F:20])[F:19])=[N:11]2.[OH-].[Li+]. Product: [C:28]([C:25]1[CH:24]=[CH:23][C:22]([CH2:21][C:9]2[C:10]([O:17][CH:18]([F:20])[F:19])=[N:11][C:12]3[C:7]([C:8]=2[CH3:30])=[C:6]([O:5][CH2:4][C:3]([OH:31])=[O:2])[CH:15]=[CH:14][C:13]=3[F:16])=[CH:27][CH:26]=1)#[N:29]. The catalyst class is: 30. (6) Reactant: Br[C:2]1[N:7]=[C:6]([CH3:8])[NH:5][C:4](=[O:9])[C:3]=1[N+:10]([O-:12])=[O:11].[NH2:13][C:14]1[S:15][C:16]2[CH2:22][CH2:21][NH:20][CH2:19][CH2:18][C:17]=2[N:23]=1.C(=O)([O-])[O-].[K+].[K+]. Product: [NH2:13][C:14]1[S:15][C:16]2[CH2:22][CH2:21][N:20]([C:2]3[N:7]=[C:6]([CH3:8])[NH:5][C:4](=[O:9])[C:3]=3[N+:10]([O-:12])=[O:11])[CH2:19][CH2:18][C:17]=2[N:23]=1. The catalyst class is: 9. (7) Reactant: [CH2:1]([CH:8]([N:16]1C(=O)C2C(=CC=CC=2)C1=O)[CH2:9][C:10]1([CH3:15])[O:14][CH2:13][CH2:12][O:11]1)[C:2]1[CH:7]=[CH:6][CH:5]=[CH:4][CH:3]=1.O.NN.[OH-].[K+]. Product: [CH2:1]([CH:8]([NH2:16])[CH2:9][C:10]1([CH3:15])[O:14][CH2:13][CH2:12][O:11]1)[C:2]1[CH:7]=[CH:6][CH:5]=[CH:4][CH:3]=1. The catalyst class is: 5.